This data is from Forward reaction prediction with 1.9M reactions from USPTO patents (1976-2016). The task is: Predict the product of the given reaction. (1) Given the reactants F[C:2]1[CH:9]=[CH:8][C:7]([F:10])=[CH:6][C:3]=1[C:4]#[N:5].[C:11]1([OH:17])[CH:16]=[CH:15][CH:14]=[CH:13][CH:12]=1.C([O-])([O-])=O.[K+].[K+], predict the reaction product. The product is: [F:10][C:7]1[CH:8]=[CH:9][C:2]([O:17][C:11]2[CH:16]=[CH:15][CH:14]=[CH:13][CH:12]=2)=[C:3]([CH:6]=1)[C:4]#[N:5]. (2) Given the reactants C([O:3][C:4](=[O:30])[CH2:5][S:6][C:7]1[S:11][C:10]([NH:12][C:13]([N:15]([CH2:24][CH:25]2[CH2:29][CH2:28][CH2:27][CH2:26]2)[C:16]2[CH:21]=[CH:20][C:19]([F:22])=[CH:18][C:17]=2[F:23])=[O:14])=[N:9][CH:8]=1)C.C1(CN(C2C=CC(S(C)(=O)=O)=CC=2)C(=O)NC2SC=C(CC(O)=O)N=2)CCCC1.C1(CNC2C=CC(F)=CC=2F)CCCC1.C(OC(=O)CSC1SC(N)=NC=1)C, predict the reaction product. The product is: [CH:25]1([CH2:24][N:15]([C:16]2[CH:21]=[CH:20][C:19]([F:22])=[CH:18][C:17]=2[F:23])[C:13](=[O:14])[NH:12][C:10]2[S:11][C:7]([S:6][CH2:5][C:4]([OH:30])=[O:3])=[CH:8][N:9]=2)[CH2:29][CH2:28][CH2:27][CH2:26]1. (3) Given the reactants [CH2:1]([O:8][C:9]1[C:14]([N:15]([CH3:20])[S:16]([CH3:19])(=[O:18])=[O:17])=[CH:13][N:12]2[N:21]=[C:22]([C:27]3[CH:32]=[CH:31][C:30]([F:33])=[CH:29][CH:28]=3)[C:23]([C:24](O)=[O:25])=[C:11]2[CH:10]=1)[C:2]1[CH:7]=[CH:6][CH:5]=[CH:4][CH:3]=1.C1C=CC2N(O)N=[N:40][C:38]=2C=1.CCN=C=NCCCN(C)C.CN.Cl.CCN(CC)CC, predict the reaction product. The product is: [CH2:1]([O:8][C:9]1[C:14]([N:15]([CH3:20])[S:16]([CH3:19])(=[O:18])=[O:17])=[CH:13][N:12]2[N:21]=[C:22]([C:27]3[CH:32]=[CH:31][C:30]([F:33])=[CH:29][CH:28]=3)[C:23]([C:24]([NH:40][CH3:38])=[O:25])=[C:11]2[CH:10]=1)[C:2]1[CH:3]=[CH:4][CH:5]=[CH:6][CH:7]=1. (4) Given the reactants [CH3:1][O:2][C:3]1[C:8]([C:9]2[C:22]3[C:17](=[CH:18][C:19]([O:25][CH2:26][CH3:27])=[C:20]([O:23][CH3:24])[CH:21]=3)[CH:16]3[CH:11]([CH2:12][CH2:13][CH:14]([O:28]C(=O)C)[CH2:15]3)[N:10]=2)=[CH:7][CH:6]=[C:5]([O:32][CH3:33])[N:4]=1.CO.C(=O)([O-])[O-].[Cs+].[Cs+], predict the reaction product. The product is: [CH3:1][O:2][C:3]1[C:8]([C:9]2[C:22]3[C:17](=[CH:18][C:19]([O:25][CH2:26][CH3:27])=[C:20]([O:23][CH3:24])[CH:21]=3)[CH:16]3[CH:11]([CH2:12][CH2:13][CH:14]([OH:28])[CH2:15]3)[N:10]=2)=[CH:7][CH:6]=[C:5]([O:32][CH3:33])[N:4]=1. (5) Given the reactants [CH3:1][C:2]1([CH3:16])[O:6][C@@H:5]([C:7]2[CH:12]=[CH:11][C:10]([N+:13]([O-])=O)=[CH:9][CH:8]=2)[CH2:4][O:3]1.[H][H], predict the reaction product. The product is: [CH3:1][C:2]1([CH3:16])[O:6][C@@H:5]([C:7]2[CH:12]=[CH:11][C:10]([NH2:13])=[CH:9][CH:8]=2)[CH2:4][O:3]1. (6) Given the reactants [CH2:1]([O:3][C:4](=[O:10])[CH:5]=[C:6]1[CH2:9][CH2:8][CH2:7]1)[CH3:2].[N+:11]([CH3:14])([O-:13])=[O:12].[F-].C([N+](CCCC)(CCCC)CCCC)CCC, predict the reaction product. The product is: [CH2:1]([O:3][C:4](=[O:10])[CH2:5][C:6]1([CH2:14][N+:11]([O-:13])=[O:12])[CH2:9][CH2:8][CH2:7]1)[CH3:2]. (7) Given the reactants [Cl:1][C:2]1[CH:3]=[C:4]2[C:8](=[CH:9][CH:10]=1)[NH:7][C:6](=[O:11])[CH2:5]2.[CH3:12][C:13]1[C:21]2[C:16](=[CH:17][CH:18]=[CH:19][CH:20]=2)[NH:15][C:14]=1[CH:22]=O.N1CCCCC1, predict the reaction product. The product is: [Cl:1][C:2]1[CH:3]=[C:4]2[C:8](=[CH:9][CH:10]=1)[NH:7][C:6](=[O:11])[C:5]2=[CH:22][C:14]1[NH:15][C:16]2[C:21]([C:13]=1[CH3:12])=[CH:20][CH:19]=[CH:18][CH:17]=2.